This data is from Catalyst prediction with 721,799 reactions and 888 catalyst types from USPTO. The task is: Predict which catalyst facilitates the given reaction. Reactant: [H-].[Na+].[C:3]([O:7][C:8]([N:10]1[CH2:14][C@H:13]([OH:15])[C@@H:12]([N:16]=[N+:17]=[N-:18])[CH2:11]1)=[O:9])([CH3:6])([CH3:5])[CH3:4].Br[CH2:20][C:21]([O:23][CH2:24][CH3:25])=[O:22]. Product: [C:3]([O:7][C:8]([N:10]1[CH2:14][C@H:13]([O:15][CH2:20][C:21]([O:23][CH2:24][CH3:25])=[O:22])[C@@H:12]([N:16]=[N+:17]=[N-:18])[CH2:11]1)=[O:9])([CH3:6])([CH3:4])[CH3:5]. The catalyst class is: 31.